This data is from Forward reaction prediction with 1.9M reactions from USPTO patents (1976-2016). The task is: Predict the product of the given reaction. (1) The product is: [NH:1]1[C:13]2[C:8](=[CH:9][CH:10]=[CH:11][CH:12]=2)[CH:7]=[CH:6]1. Given the reactants [N:1]1([CH:6]=[CH:7][C:8]2[CH:13]=[CH:12][CH:11]=[CH:10][CH:9]=2)CCCC1.O.NN, predict the reaction product. (2) Given the reactants [F:1][C:2]([F:13])([F:12])[C:3]1[CH:11]=[CH:10][C:6]([C:7]([OH:9])=O)=[CH:5][CH:4]=1.CN(C)CCCN=C=NCC.O.ON1C2C=CC=CC=2N=N1.O[NH:37][C:38](=[NH:47])[C:39]1[CH:44]=[CH:43][C:42]([CH2:45][OH:46])=[CH:41][CH:40]=1, predict the reaction product. The product is: [F:12][C:2]([F:1])([F:13])[C:3]1[CH:4]=[CH:5][C:6]([C:7]2[O:9][N:47]=[C:38]([C:39]3[CH:44]=[CH:43][C:42]([CH2:45][OH:46])=[CH:41][CH:40]=3)[N:37]=2)=[CH:10][CH:11]=1. (3) Given the reactants C[O:2][C:3](=O)[CH2:4][C:5](=O)[CH3:6].[F:9][C:10]1[CH:15]=[CH:14][C:13]([NH:16][NH2:17])=[CH:12][CH:11]=1, predict the reaction product. The product is: [F:9][C:10]1[CH:15]=[CH:14][C:13]([N:16]2[C:3](=[O:2])[CH2:4][C:5]([CH3:6])=[N:17]2)=[CH:12][CH:11]=1. (4) Given the reactants [Na].[NH:2]1[CH:6]=[N:5][CH:4]=[N:3]1.[CH3:7][O:8][CH2:9][CH2:10][CH2:11][O:12][C:13]1[CH:18]=[CH:17][C:16]([C@H:19]2[C@H:24]([O:25][CH2:26][CH2:27][CH2:28]OS(C3C=CC(C)=CC=3)(=O)=O)[CH2:23][N:22](C(OCC3C=CC=CC=3)=O)[CH2:21][C@@H:20]2[O:50][CH2:51][C:52]2[CH:53]=[CH:54][C:55]3[O:60][CH2:59][CH2:58][N:57]([CH2:61][CH2:62][CH2:63][O:64][CH3:65])[C:56]=3[CH:66]=2)=[CH:15][CH:14]=1, predict the reaction product. The product is: [CH3:7][O:8][CH2:9][CH2:10][CH2:11][O:12][C:13]1[CH:18]=[CH:17][C:16]([C@H:19]2[C@H:24]([O:25][CH2:26][CH2:27][CH2:28][N:2]3[CH:6]=[N:5][CH:4]=[N:3]3)[CH2:23][NH:22][CH2:21][C@@H:20]2[O:50][CH2:51][C:52]2[CH:53]=[CH:54][C:55]3[O:60][CH2:59][CH2:58][N:57]([CH2:61][CH2:62][CH2:63][O:64][CH3:65])[C:56]=3[CH:66]=2)=[CH:15][CH:14]=1. (5) The product is: [CH3:32][O:31][C:28]1[CH:29]=[CH:30][C:25]([CH2:24][NH:23][C:21]2[N:22]=[C:17]([C:14]3[N:13]=[CH:12][C:11]4[CH:10]=[N:9][N:8]([C:6]5[N:7]=[C:2]([N:36]6[CH2:37][CH2:38][CH2:39][N:33]([C:40]([O:42][C:43]([CH3:46])([CH3:45])[CH3:44])=[O:41])[CH2:34][CH2:35]6)[CH:3]=[CH:4][CH:5]=5)[C:16]=4[CH:15]=3)[CH:18]=[N:19][CH:20]=2)=[CH:26][CH:27]=1. Given the reactants F[C:2]1[N:7]=[C:6]([N:8]2[C:16]3[CH:15]=[C:14]([C:17]4[N:22]=[C:21]([NH:23][CH2:24][C:25]5[CH:30]=[CH:29][C:28]([O:31][CH3:32])=[CH:27][CH:26]=5)[CH:20]=[N:19][CH:18]=4)[N:13]=[CH:12][C:11]=3[CH:10]=[N:9]2)[CH:5]=[CH:4][CH:3]=1.[N:33]1([C:40]([O:42][C:43]([CH3:46])([CH3:45])[CH3:44])=[O:41])[CH2:39][CH2:38][CH2:37][NH:36][CH2:35][CH2:34]1.CN1CCOCC1.O, predict the reaction product. (6) Given the reactants [CH3:1][O:2][C:3]1[CH:20]=[CH:19][C:6]([CH2:7][N:8]2[C:12]3=[N:13][CH:14]=[CH:15][C:16](Cl)=[C:11]3[C:10]([I:18])=[N:9]2)=[CH:5][CH:4]=1.C([O-])(=[O:23])C.[Cs+].CN(C=O)C, predict the reaction product. The product is: [CH3:1][O:2][C:3]1[CH:20]=[CH:19][C:6]([CH2:7][N:8]2[C:12]3[N:13]=[CH:14][CH:15]=[C:16]([OH:23])[C:11]=3[C:10]([I:18])=[N:9]2)=[CH:5][CH:4]=1. (7) Given the reactants [C:1]1([S:7][CH3:8])[CH:6]=[CH:5][CH:4]=[CH:3][CH:2]=1.[S:9]([O:14]C)([O:12][CH3:13])(=[O:11])=[O:10].O, predict the reaction product. The product is: [S:9]([O-:14])([OH:12])(=[O:11])=[O:10].[CH3:8][S+:7]([CH3:13])[C:1]1[CH:6]=[CH:5][CH:4]=[CH:3][CH:2]=1. (8) Given the reactants C([O-])([O-])=O.[K+].[K+].Br[CH2:8][CH2:9][CH:10]=[CH2:11].N[C@H:13](C(O)=O)[CH2:14][C:15]1[CH:24]=[C:23]2[C:18](C=CC=C2)=[CH:17][CH:16]=1.C[N:29](C=O)C, predict the reaction product. The product is: [CH2:8]([NH:29][C@H:14]([C:15]1[CH:24]=[CH:23][CH:18]=[CH:17][CH:16]=1)[CH3:13])[CH2:9][CH:10]=[CH2:11]. (9) Given the reactants [CH2:1]([C:5]1[N:9]([CH2:10][C:11]2[CH:16]=[CH:15][C:14]([C:17]3[C:18]([C:23]#[N:24])=[CH:19][CH:20]=[CH:21][CH:22]=3)=[CH:13][CH:12]=2)[C:8](=[O:25])[NH:7][N:6]=1)[CH2:2][CH2:3][CH3:4].CN(C)C=O.[H-].[Na+].Br[CH2:34][CH2:35][C:36]1[CH:41]=[CH:40][CH:39]=[CH:38][CH:37]=1, predict the reaction product. The product is: [CH2:1]([C:5]1[N:9]([CH2:10][C:11]2[CH:16]=[CH:15][C:14]([C:17]3[C:18]([C:23]#[N:24])=[CH:19][CH:20]=[CH:21][CH:22]=3)=[CH:13][CH:12]=2)[C:8](=[O:25])[N:7]([CH2:34][CH2:35][C:36]2[CH:41]=[CH:40][CH:39]=[CH:38][CH:37]=2)[N:6]=1)[CH2:2][CH2:3][CH3:4]. (10) Given the reactants [OH:1][CH2:2][CH2:3][CH:4]1[CH2:9][CH2:8][N:7]([C:10]([O:12][C:13]([CH3:16])([CH3:15])[CH3:14])=[O:11])[CH2:6][CH2:5]1.[H-].[Na+].F[C:20]1[C:21]([N+:36]([O-:38])=[O:37])=[C:22]([CH:32]=[C:33]([F:35])[CH:34]=1)[NH:23][C:24]1[CH:29]=[CH:28][C:27]([I:30])=[CH:26][C:25]=1[F:31], predict the reaction product. The product is: [F:35][C:33]1[CH:32]=[C:22]([NH:23][C:24]2[CH:29]=[CH:28][C:27]([I:30])=[CH:26][C:25]=2[F:31])[C:21]([N+:36]([O-:38])=[O:37])=[C:20]([CH:34]=1)[O:1][CH2:2][CH2:3][CH:4]1[CH2:5][CH2:6][N:7]([C:10]([O:12][C:13]([CH3:16])([CH3:15])[CH3:14])=[O:11])[CH2:8][CH2:9]1.